This data is from Forward reaction prediction with 1.9M reactions from USPTO patents (1976-2016). The task is: Predict the product of the given reaction. (1) Given the reactants [Br:1][C:2]1[CH:3]=[CH:4][C:5](F)=[N:6][CH:7]=1.C([O-])([O-])=O.[Cs+].[Cs+].[OH:15][CH:16]1[CH2:20][CH2:19][O:18][CH2:17]1.O, predict the reaction product. The product is: [Br:1][C:2]1[CH:3]=[CH:4][C:5]([O:15][CH:16]2[CH2:20][CH2:19][O:18][CH2:17]2)=[N:6][CH:7]=1. (2) Given the reactants [OH:1][CH2:2][C@@H:3]([C@H:5]([C@@H:7]([C@@H:9]([CH2:11][OH:12])[OH:10])[OH:8])[OH:6])[OH:4].[C:13]([OH:26])(=[O:25])[CH2:14][CH2:15][CH2:16][CH2:17][CH2:18][CH2:19][CH2:20][CH2:21][C:22]([OH:24])=[O:23].[C:27]([OH:35])(=[O:34])[C:28]([CH2:30][C:31]([OH:33])=[O:32])=[CH2:29], predict the reaction product. The product is: [OH:12][CH2:11][C@@H:9]([C@H:7]([C@@H:5]([C@@H:3]([CH2:2][OH:1])[OH:4])[OH:6])[OH:8])[OH:10].[C:13]([OH:26])(=[O:25])[CH2:14][CH2:15][CH2:16][CH2:17][CH2:18][CH2:19][CH2:20][CH2:21][C:22]([OH:24])=[O:23].[C:27]([OH:35])(=[O:34])[C:28]([CH2:30][C:31]([OH:33])=[O:32])=[CH2:29]. (3) Given the reactants C(OC(=O)[NH:7][CH2:8][CH2:9][C:10]1[CH:15]=[CH:14][C:13]([O:16][CH2:17][CH3:18])=[C:12]([O:19][CH2:20][CH3:21])[CH:11]=1)(C)(C)C.C(O)(C(F)(F)F)=O.[OH-].[Na+], predict the reaction product. The product is: [CH2:20]([O:19][C:12]1[CH:11]=[C:10]([CH2:9][CH2:8][NH2:7])[CH:15]=[CH:14][C:13]=1[O:16][CH2:17][CH3:18])[CH3:21]. (4) Given the reactants C(OC(=O)[NH:7][C:8]1[C:9]([C:13]2[CH:18]=[CH:17][C:16]([O:19][CH2:20][CH2:21][C:22]3[CH:27]=[CH:26][CH:25]=[CH:24][CH:23]=3)=[CH:15][N:14]=2)=[N:10][O:11][CH:12]=1)(C)(C)C.Cl.C([O-])(O)=O.[Na+], predict the reaction product. The product is: [CH2:20]([O:19][C:16]1[CH:17]=[CH:18][C:13]([C:9]2[C:8]([NH2:7])=[CH:12][O:11][N:10]=2)=[N:14][CH:15]=1)[CH2:21][C:22]1[CH:23]=[CH:24][CH:25]=[CH:26][CH:27]=1. (5) Given the reactants [O:1]([C:8]1[CH:13]=[CH:12][C:11]([N:14]2[CH:18]=[CH:17][N:16]([C:19]3[CH:20]=[C:21]4[C:25](=[CH:26][CH:27]=3)[N:24]([CH2:28][CH2:29][N:30]3[CH2:34][CH2:33][CH2:32][CH2:31]3)[N:23]=[CH:22]4)[C:15]2=[O:35])=[CH:10][CH:9]=1)[C:2]1[CH:7]=[CH:6][CH:5]=[CH:4][CH:3]=1.[H][H], predict the reaction product. The product is: [O:1]([C:8]1[CH:9]=[CH:10][C:11]([N:14]2[CH2:18][CH2:17][N:16]([C:19]3[CH:20]=[C:21]4[C:25](=[CH:26][CH:27]=3)[N:24]([CH2:28][CH2:29][N:30]3[CH2:34][CH2:33][CH2:32][CH2:31]3)[N:23]=[CH:22]4)[C:15]2=[O:35])=[CH:12][CH:13]=1)[C:2]1[CH:7]=[CH:6][CH:5]=[CH:4][CH:3]=1.